From a dataset of Catalyst prediction with 721,799 reactions and 888 catalyst types from USPTO. Predict which catalyst facilitates the given reaction. (1) Reactant: [N:1](/[C:4](=[CH:9]\[C:10]1[C:11]([S:16][CH3:17])=[N:12][CH:13]=[CH:14][CH:15]=1)/[C:5]([O:7][CH3:8])=[O:6])=[N+]=[N-]. Product: [CH3:17][S:16][C:11]1[C:10]2[CH:9]=[C:4]([C:5]([O:7][CH3:8])=[O:6])[NH:1][C:15]=2[CH:14]=[CH:13][N:12]=1. The catalyst class is: 728. (2) Reactant: Br[C:2]1[CH:3]=[C:4]2[C:9](=[CH:10][CH:11]=1)[N:8]=[C:7]([CH3:12])[C:6]([C:13](=[O:18])[C:14]([F:17])([F:16])[F:15])=[C:5]2[C:19]1[CH:24]=[CH:23][CH:22]=[CH:21][CH:20]=1.[CH3:25][N:26]([CH3:32])[CH:27]1[CH2:31][CH2:30][NH:29][CH2:28]1. Product: [CH3:25][N:26]([CH3:32])[CH:27]1[CH2:31][CH2:30][N:29]([C:2]2[CH:3]=[C:4]3[C:9](=[CH:10][CH:11]=2)[N:8]=[C:7]([CH3:12])[C:6]([C:13](=[O:18])[C:14]([F:17])([F:16])[F:15])=[C:5]3[C:19]2[CH:24]=[CH:23][CH:22]=[CH:21][CH:20]=2)[CH2:28]1. The catalyst class is: 370.